From a dataset of NCI-60 drug combinations with 297,098 pairs across 59 cell lines. Regression. Given two drug SMILES strings and cell line genomic features, predict the synergy score measuring deviation from expected non-interaction effect. (1) Drug 1: CC1C(C(=O)NC(C(=O)N2CCCC2C(=O)N(CC(=O)N(C(C(=O)O1)C(C)C)C)C)C(C)C)NC(=O)C3=C4C(=C(C=C3)C)OC5=C(C(=O)C(=C(C5=N4)C(=O)NC6C(OC(=O)C(N(C(=O)CN(C(=O)C7CCCN7C(=O)C(NC6=O)C(C)C)C)C)C(C)C)C)N)C. Drug 2: COC1=NC(=NC2=C1N=CN2C3C(C(C(O3)CO)O)O)N. Cell line: A549. Synergy scores: CSS=-6.68, Synergy_ZIP=0.751, Synergy_Bliss=-4.10, Synergy_Loewe=-7.04, Synergy_HSA=-6.77. (2) Drug 1: C1CCC(C1)C(CC#N)N2C=C(C=N2)C3=C4C=CNC4=NC=N3. Drug 2: C1=CN(C(=O)N=C1N)C2C(C(C(O2)CO)O)O.Cl. Cell line: U251. Synergy scores: CSS=3.14, Synergy_ZIP=-4.67, Synergy_Bliss=-3.01, Synergy_Loewe=-26.4, Synergy_HSA=-2.53. (3) Drug 1: C1CCC(C1)C(CC#N)N2C=C(C=N2)C3=C4C=CNC4=NC=N3. Drug 2: CC1C(C(CC(O1)OC2CC(CC3=C2C(=C4C(=C3O)C(=O)C5=CC=CC=C5C4=O)O)(C(=O)C)O)N)O. Cell line: HS 578T. Synergy scores: CSS=51.9, Synergy_ZIP=9.89, Synergy_Bliss=13.1, Synergy_Loewe=-37.5, Synergy_HSA=8.53.